Dataset: Forward reaction prediction with 1.9M reactions from USPTO patents (1976-2016). Task: Predict the product of the given reaction. (1) Given the reactants Br[C:2]1[CH:11]=[C:10]2[C:5]([CH:6]=[CH:7][C:8]([C@H:12]([NH:14][C:15]([C@@H:17]3[CH2:22][CH2:21][CH2:20][N:19]([C:23](=[O:34])[C@@H:24]([NH:26][C:27](=[O:33])[C@@H:28]([OH:32])[CH:29]([CH3:31])[CH3:30])[CH3:25])[NH:18]3)=[O:16])[CH3:13])=[N:9]2)=[CH:4][CH:3]=1.[CH3:35][C@:36]([CH2:42][O:43][C:44]([F:47])([F:46])[F:45])([CH:40]=[CH2:41])[C:37]([OH:39])=[O:38].C1(C)C=CC=CC=1P(C1C=CC=CC=1C)C1C=CC=CC=1C.C(N(CC)CC)C, predict the reaction product. The product is: [OH:32][C@@H:28]([CH:29]([CH3:31])[CH3:30])[C:27]([NH:26][C@@H:24]([CH3:25])[C:23]([N:19]1[CH2:20][CH2:21][CH2:22][C@@H:17]([C:15]([NH:14][C@@H:12]([C:8]2[CH:7]=[CH:6][C:5]3[C:10](=[CH:11][C:2](/[CH:41]=[CH:40]/[C@:36]([CH3:35])([CH2:42][O:43][C:44]([F:45])([F:46])[F:47])[C:37]([OH:39])=[O:38])=[CH:3][CH:4]=3)[N:9]=2)[CH3:13])=[O:16])[NH:18]1)=[O:34])=[O:33]. (2) Given the reactants [C:1]([C:3]1[N:4]=[C:5]([N:15]2[CH2:20][CH2:19][CH2:18][C@@H:17]([NH:21][C:22]([N:24]3[CH2:32][C:31]4[C:26](=[CH:27][CH:28]=[CH:29][CH:30]=4)[CH2:25]3)=[O:23])[CH2:16]2)[S:6][C:7]=1[NH:8][C:9]1[CH:14]=[CH:13][CH:12]=[CH:11][N:10]=1)#[N:2].[O:33]1CCCC1.O, predict the reaction product. The product is: [C:1]([C:3]1[N:4]=[C:5]([N:15]2[CH2:20][CH2:19][CH2:18][C@@H:17]([NH:21][C:22]([N:24]3[CH2:25][C:26]4[C:31](=[CH:30][CH:29]=[CH:28][CH:27]=4)[CH2:32]3)=[O:23])[CH2:16]2)[S:6][C:7]=1[NH:8][C:9]1[CH:14]=[CH:13][CH:12]=[CH:11][N:10]=1)(=[O:33])[NH2:2].